Dataset: Catalyst prediction with 721,799 reactions and 888 catalyst types from USPTO. Task: Predict which catalyst facilitates the given reaction. (1) Reactant: [Cl:1][C:2]1[CH:27]=[CH:26][C:5]2[N:6]=[C:7]([NH:9][C:10]3[N:14]([CH2:15][CH2:16][O:17][CH3:18])[C:13]4[CH:19]=[CH:20][C:21]([C:23](O)=[O:24])=[CH:22][C:12]=4[N:11]=3)[S:8][C:4]=2[CH:3]=1.[NH2:28][CH2:29][C:30]([N:32]([CH3:34])[CH3:33])=[O:31].CN(C(ON1N=NC2C=CC=CC1=2)=[N+](C)C)C.F[P-](F)(F)(F)(F)F.CCN(C(C)C)C(C)C. Product: [CH3:33][N:32]([CH3:34])[C:30]([CH2:29][NH:28][C:23]([C:21]1[CH:20]=[CH:19][C:13]2[N:14]([CH2:15][CH2:16][O:17][CH3:18])[C:10]([NH:9][C:7]3[S:8][C:4]4[CH:3]=[C:2]([Cl:1])[CH:27]=[CH:26][C:5]=4[N:6]=3)=[N:11][C:12]=2[CH:22]=1)=[O:24])=[O:31]. The catalyst class is: 3. (2) Reactant: [CH3:1][C:2]1[CH:3]=[CH:4][C:5]([NH2:8])=[N:6][CH:7]=1.[CH3:9][C:10]1[C:14]([CH2:15][O:16][C:17]2[CH:22]=[CH:21][C:20]([S:23](Cl)(=[O:25])=[O:24])=[CH:19][CH:18]=2)=[C:13]([CH3:27])[O:12][N:11]=1. Product: [CH3:9][C:10]1[C:14]([CH2:15][O:16][C:17]2[CH:18]=[CH:19][C:20]([S:23]([NH:8][C:5]3[CH:4]=[CH:3][C:2]([CH3:1])=[CH:7][N:6]=3)(=[O:25])=[O:24])=[CH:21][CH:22]=2)=[C:13]([CH3:27])[O:12][N:11]=1. The catalyst class is: 17. (3) Reactant: [NH2:1][C@@H:2]([CH2:7][C:8]1[CH:13]=[C:12]([O:14][CH3:15])[C:11]([C:16]2[CH:21]=[CH:20][CH:19]=[CH:18][CH:17]=2)=[C:10]([O:22][CH3:23])[CH:9]=1)[C:3]([O:5][CH3:6])=[O:4].[O:24]=[C:25]1[C:28]2([CH2:33][CH2:32][CH2:31][CH2:30][CH2:29]2)[C:27](O)=[CH:26]1. Product: [O:24]=[C:25]1[C:28]2([CH2:33][CH2:32][CH2:31][CH2:30][CH2:29]2)[C:27]([NH:1][C@@H:2]([CH2:7][C:8]2[CH:9]=[C:10]([O:22][CH3:23])[C:11]([C:16]3[CH:21]=[CH:20][CH:19]=[CH:18][CH:17]=3)=[C:12]([O:14][CH3:15])[CH:13]=2)[C:3]([O:5][CH3:6])=[O:4])=[CH:26]1. The catalyst class is: 2. (4) Reactant: [H-].[Na+].[I:3][C:4]1[CH:5]=[C:6]2[C:10](=[CH:11][CH:12]=1)[NH:9][N:8]=[CH:7]2.[CH:13]([Si:16](Cl)([CH:20]([CH3:22])[CH3:21])[CH:17]([CH3:19])[CH3:18])([CH3:15])[CH3:14]. The catalyst class is: 288. Product: [I:3][C:4]1[CH:5]=[C:6]2[C:10](=[CH:11][CH:12]=1)[N:9]([Si:16]([CH:20]([CH3:22])[CH3:21])([CH:17]([CH3:19])[CH3:18])[CH:13]([CH3:15])[CH3:14])[N:8]=[CH:7]2. (5) Reactant: [F:1][CH:2]([F:41])[C:3]1[N:7]([C:8]2[N:13]=[C:12]([N:14]3[CH2:20][CH:19]4[O:21][CH:16]([CH2:17][CH2:18]4)[CH2:15]3)[N:11]=[C:10]([N:22]3[CH2:27][CH2:26][N:25](C(OC(C)(C)C)=O)[CH2:24][CH2:23]3)[N:9]=2)[C:6]2[CH:35]=[CH:36][CH:37]=[C:38]([O:39][CH3:40])[C:5]=2[N:4]=1.C(O)(C(F)(F)F)=O.N. Product: [F:41][CH:2]([F:1])[C:3]1[N:7]([C:8]2[N:9]=[C:10]([N:22]3[CH2:27][CH2:26][NH:25][CH2:24][CH2:23]3)[N:11]=[C:12]([N:14]3[CH2:20][CH:19]4[O:21][CH:16]([CH2:17][CH2:18]4)[CH2:15]3)[N:13]=2)[C:6]2[CH:35]=[CH:36][CH:37]=[C:38]([O:39][CH3:40])[C:5]=2[N:4]=1. The catalyst class is: 2. (6) Product: [Br:17][CH2:13][C:10]1[CH:11]=[CH:12][C:7]([C:4]2[N:3]=[C:2]([CH3:1])[O:6][N:5]=2)=[CH:8][C:9]=1[N+:14]([O-:16])=[O:15]. Reactant: [CH3:1][C:2]1[O:6][N:5]=[C:4]([C:7]2[CH:12]=[CH:11][C:10]([CH3:13])=[C:9]([N+:14]([O-:16])=[O:15])[CH:8]=2)[N:3]=1.[Br:17]N1C(=O)CCC1=O. The catalyst class is: 4. (7) Reactant: C(=O)([O-])[O-].[Cs+].[Cs+].[CH2:7]([C:10]1[S:11][C:12]2[C:21]3[CH:20]=[CH:19][C:18]([OH:22])=[CH:17][C:16]=3[N:15]=[CH:14][C:13]=2[N:23]=1)[CH2:8][CH3:9].I[CH2:25][CH2:26][CH2:27][NH:28][C:29](=[O:35])[O:30][C:31]([CH3:34])([CH3:33])[CH3:32]. Product: [CH2:7]([C:10]1[S:11][C:12]2[C:21]3[CH:20]=[CH:19][C:18]([O:22][CH2:25][CH2:26][CH2:27][NH:28][C:29](=[O:35])[O:30][C:31]([CH3:34])([CH3:33])[CH3:32])=[CH:17][C:16]=3[N:15]=[CH:14][C:13]=2[N:23]=1)[CH2:8][CH3:9]. The catalyst class is: 3. (8) Reactant: [BH4-].[Na+].[OH:3][C:4]1[C:5]([CH3:13])=[C:6]([CH:10]=[CH:11][CH:12]=1)[C:7](O)=[O:8].B(F)(F)F.O(CC)CC. Product: [OH:8][CH2:7][C:6]1[C:5]([CH3:13])=[C:4]([OH:3])[CH:12]=[CH:11][CH:10]=1. The catalyst class is: 1. (9) Reactant: Cl[C:2]1[N:11]=[C:10]([NH:12][CH2:13][CH:14]2[C:19]([F:21])([F:20])[CH2:18][CH2:17][N:16](C(OC(C)(C)C)=O)[CH2:15]2)[C:5]2=[N:6][CH:7]=[CH:8][N:9]=[C:4]2[CH:3]=1.O.[CH3:30][N:31]([CH3:41])[C:32]1[N:37]=[CH:36][C:35](B(O)O)=[CH:34][CH:33]=1.C(=O)([O-])[O-].[Cs+].[Cs+].C(O)(C(F)(F)F)=O. Product: [F:21][C:19]1([F:20])[CH2:18][CH2:17][NH:16][CH2:15][CH:14]1[CH2:13][NH:12][C:10]1[C:5]2=[N:6][CH:7]=[CH:8][N:9]=[C:4]2[CH:3]=[C:2]([C:35]2[CH:36]=[N:37][C:32]([N:31]([CH3:41])[CH3:30])=[CH:33][CH:34]=2)[N:11]=1. The catalyst class is: 70.